Task: Predict which catalyst facilitates the given reaction.. Dataset: Catalyst prediction with 721,799 reactions and 888 catalyst types from USPTO (1) Reactant: [OH:1][CH:2]([CH2:11][O:12][C:13]1[CH:18]=[CH:17][CH:16]=[CH:15][CH:14]=1)[CH2:3][N:4]1C(=O)CCC1=O.[ClH:19]. Product: [ClH:19].[NH2:4][CH2:3][CH:2]([OH:1])[CH2:11][O:12][C:13]1[CH:18]=[CH:17][CH:16]=[CH:15][CH:14]=1. The catalyst class is: 40. (2) Reactant: [CH3:1][O:2][C:3]([CH2:5]P(OC)(OC)=O)=[O:4].[H-].[Na+].[CH:14]1([CH2:17][O:18][C:19]2[C:26]([O:27][CH3:28])=[CH:25][CH:24]=[CH:23][C:20]=2[CH:21]=O)[CH2:16][CH2:15]1. Product: [CH:14]1([CH2:17][O:18][C:19]2[C:26]([O:27][CH3:28])=[CH:25][CH:24]=[CH:23][C:20]=2/[CH:21]=[CH:5]/[C:3]([O:2][CH3:1])=[O:4])[CH2:15][CH2:16]1. The catalyst class is: 375. (3) Reactant: [CH3:1][N:2]([CH3:12])[C:3]1[CH:4]=[C:5]([CH:9]=[CH:10][N:11]=1)[C:6]([OH:8])=O.Cl.[F:14][C:15]1[CH:20]=[CH:19][CH:18]=[CH:17][C:16]=1[CH:21]1[CH2:26][CH2:25][CH2:24][NH:23][CH2:22]1.C1C=CC2N(O)N=NC=2C=1.C(Cl)CCl.CCN(CC)CC. Product: [F:14][C:15]1[CH:20]=[CH:19][CH:18]=[CH:17][C:16]=1[CH:21]1[CH2:26][CH2:25][CH2:24][N:23]([C:6]([C:5]2[CH:9]=[CH:10][N:11]=[C:3]([N:2]([CH3:1])[CH3:12])[CH:4]=2)=[O:8])[CH2:22]1. The catalyst class is: 34. (4) Reactant: CI.[Mg].[Cl:4][C:5]1[CH:6]=[C:7]([CH:10]=[C:11]([Cl:13])[CH:12]=1)C#N.O.CC[O:17][CH2:18][CH3:19]. Product: [Cl:4][C:5]1[CH:6]=[C:7]([C:18](=[O:17])[CH3:19])[CH:10]=[C:11]([Cl:13])[CH:12]=1. The catalyst class is: 48. (5) Reactant: [NH2:1][CH2:2][CH:3]([C:5]1[CH:10]=[CH:9][CH:8]=[C:7]([Cl:11])[CH:6]=1)[OH:4].C(OC(N[C@H](C(O)=O)CC1C=CC(O)=CC=1)=O)(C)(C)C. Product: [NH2:1][CH2:2][C@@H:3]([C:5]1[CH:10]=[CH:9][CH:8]=[C:7]([Cl:11])[CH:6]=1)[OH:4]. The catalyst class is: 51. (6) Reactant: C([N-]C(C)C)(C)C.[Li+].Br[CH:10]1[C:17]2[CH:18]=[CH:19][CH:20]=[CH:21][C:16]=2[CH2:15][CH:14]([OH:22])[C:13]2[CH:23]=[CH:24][CH:25]=[CH:26][C:12]=2[CH:11]1Br. Product: [CH:26]1[C:12]2[C:11]#[C:10][C:17]3[CH:18]=[CH:19][CH:20]=[CH:21][C:16]=3[CH2:15][CH:14]([OH:22])[C:13]=2[CH:23]=[CH:24][CH:25]=1. The catalyst class is: 7.